Dataset: NCI-60 drug combinations with 297,098 pairs across 59 cell lines. Task: Regression. Given two drug SMILES strings and cell line genomic features, predict the synergy score measuring deviation from expected non-interaction effect. (1) Drug 1: B(C(CC(C)C)NC(=O)C(CC1=CC=CC=C1)NC(=O)C2=NC=CN=C2)(O)O. Drug 2: CC1CC(C(C(C=C(C(C(C=CC=C(C(=O)NC2=CC(=O)C(=C(C1)C2=O)OC)C)OC)OC(=O)N)C)C)O)OC. Cell line: UACC62. Synergy scores: CSS=59.1, Synergy_ZIP=1.97, Synergy_Bliss=-0.744, Synergy_Loewe=-1.58, Synergy_HSA=2.17. (2) Drug 2: CN(CCCl)CCCl.Cl. Drug 1: CCC1=CC2CC(C3=C(CN(C2)C1)C4=CC=CC=C4N3)(C5=C(C=C6C(=C5)C78CCN9C7C(C=CC9)(C(C(C8N6C)(C(=O)OC)O)OC(=O)C)CC)OC)C(=O)OC.C(C(C(=O)O)O)(C(=O)O)O. Cell line: ACHN. Synergy scores: CSS=20.0, Synergy_ZIP=-8.80, Synergy_Bliss=-5.07, Synergy_Loewe=-2.01, Synergy_HSA=-1.70. (3) Drug 1: C1=CC(=CC=C1CCC2=CNC3=C2C(=O)NC(=N3)N)C(=O)NC(CCC(=O)O)C(=O)O. Drug 2: CC1=CC=C(C=C1)C2=CC(=NN2C3=CC=C(C=C3)S(=O)(=O)N)C(F)(F)F. Cell line: MDA-MB-435. Synergy scores: CSS=12.0, Synergy_ZIP=-2.18, Synergy_Bliss=1.19, Synergy_Loewe=-43.9, Synergy_HSA=-0.836.